From a dataset of Full USPTO retrosynthesis dataset with 1.9M reactions from patents (1976-2016). Predict the reactants needed to synthesize the given product. (1) Given the product [C:6]([C:5]1[CH:4]=[C:3]([CH:11]=[CH:10][CH:9]=1)[CH2:1][NH:2][C:13](=[O:14])[O:15][C:16]([CH3:19])([CH3:18])[CH3:17])([OH:8])=[O:7], predict the reactants needed to synthesize it. The reactants are: [C:1]([C:3]1[CH:4]=[C:5]([CH:9]=[CH:10][CH:11]=1)[C:6]([OH:8])=[O:7])#[N:2].Cl.[C:13](O[C:13]([O:15][C:16]([CH3:19])([CH3:18])[CH3:17])=[O:14])([O:15][C:16]([CH3:19])([CH3:18])[CH3:17])=[O:14]. (2) Given the product [C:11]1([C@@H:3]([N:2]2[CH2:28][CH2:27][CH2:26][CH2:25][CH2:24]2)[C:4]([O:6][C:7]([CH3:10])([CH3:9])[CH3:8])=[O:5])[CH:12]=[CH:13][CH:14]=[CH:15][CH:16]=1, predict the reactants needed to synthesize it. The reactants are: Cl.[NH2:2][C@H:3]([C:11]1[CH:16]=[CH:15][CH:14]=[CH:13][CH:12]=1)[C:4]([O:6][C:7]([CH3:10])([CH3:9])[CH3:8])=[O:5].C([BH3-])#N.C(O)(=O)C.[CH:24](=O)[CH2:25][CH2:26][CH2:27][CH:28]=O. (3) Given the product [CH3:1][O:2][CH2:3][CH2:4][CH2:5][CH2:6][CH2:7][CH2:8][CH2:9][O:10][CH:11]1[CH2:20][CH2:19][C:14](=[O:15])[CH2:13][CH2:12]1, predict the reactants needed to synthesize it. The reactants are: [CH3:1][O:2][CH2:3][CH2:4][CH2:5][CH2:6][CH2:7][CH2:8][CH2:9][O:10][CH:11]1[CH2:20][CH2:19][C:14]2(OCC[O:15]2)[CH2:13][CH2:12]1.Cl. (4) Given the product [CH3:25][N:8]([CH2:9][C@H:10]1[CH2:14][CH2:13][N:12]([C:15]([O:17][CH2:18][C:19]2[CH:20]=[CH:21][CH:22]=[CH:23][CH:24]=2)=[O:16])[CH2:11]1)[C:6]([O:5][C:2]([CH3:1])([CH3:3])[CH3:4])=[O:7], predict the reactants needed to synthesize it. The reactants are: [CH3:1][C:2]([O:5][C:6]([NH:8][CH2:9][C@H:10]1[CH2:14][CH2:13][N:12]([C:15]([O:17][CH2:18][C:19]2[CH:24]=[CH:23][CH:22]=[CH:21][CH:20]=2)=[O:16])[CH2:11]1)=[O:7])([CH3:4])[CH3:3].[CH3:25]I.[H-].[Na+].O. (5) Given the product [CH3:27][N:26]([CH3:28])[C:24](=[O:25])[CH2:23][N:14]1[CH2:15][CH2:16][C:10]2[CH:9]=[C:8]([N+:5]([O-:7])=[O:6])[CH:18]=[CH:17][C:11]=2[CH2:12][CH2:13]1, predict the reactants needed to synthesize it. The reactants are: [N+]([O-])(O)=O.[N+:5]([C:8]1[CH:18]=[CH:17][C:11]2[CH2:12][CH2:13][NH:14][CH2:15][CH2:16][C:10]=2[CH:9]=1)([O-:7])=[O:6].C(#N)C.Cl[CH2:23][C:24]([N:26]([CH3:28])[CH3:27])=[O:25].C(=O)([O-])[O-].[Cs+].[Cs+].[I-].[Cs+]. (6) Given the product [CH3:1][C:2]1[CH:11]=[C:10]2[C:5]([CH:6]=[CH:7][CH:8]=[CH:9]2)=[C:4]([C:4]2[C:3]([NH2:12])=[C:2]([CH3:1])[CH:11]=[C:10]3[C:5]=2[CH:6]=[CH:7][CH:8]=[CH:9]3)[C:3]=1[NH2:21], predict the reactants needed to synthesize it. The reactants are: [CH3:1][C:2]1[C:3]([NH:12]C2C=CC=CC=2)=[CH:4][C:5]2[C:10]([CH:11]=1)=[CH:9][CH:8]=[CH:7][CH:6]=2.O.Cl.[NH3:21]. (7) The reactants are: [C:1]([N:4]1[C:13]2[C:8](=[CH:9][C:10]([C:14]3[N:15]=[N:16][N:17]([CH2:19][CH2:20][CH2:21][NH:22]C(OC(C)(C)C)=O)[CH:18]=3)=[CH:11][CH:12]=2)[C@H:7]([NH:30][C:31](=[O:36])[O:32][CH:33]([CH3:35])[CH3:34])[CH2:6][C@@H:5]1[CH3:37])(=[O:3])[CH3:2].[ClH:38]. Given the product [ClH:38].[C:1]([N:4]1[C:13]2[C:8](=[CH:9][C:10]([C:14]3[N:15]=[N:16][N:17]([CH2:19][CH2:20][CH2:21][NH2:22])[CH:18]=3)=[CH:11][CH:12]=2)[C@H:7]([NH:30][C:31](=[O:36])[O:32][CH:33]([CH3:34])[CH3:35])[CH2:6][C@@H:5]1[CH3:37])(=[O:3])[CH3:2], predict the reactants needed to synthesize it. (8) Given the product [OH:16][C@H:9]([CH2:10][C:11](=[O:12])[O-:13])[CH2:8][N+:4]([CH3:6])([CH3:5])[CH3:3], predict the reactants needed to synthesize it. The reactants are: [OH-].[Na+].[CH3:3][N:4]([CH3:6])[CH3:5].Cl[CH2:8][C@H:9]([OH:16])[CH2:10][C:11]([O:13]CC)=[O:12]. (9) Given the product [Cl:1][C:2]1[CH:3]=[CH:4][C:5]([C:6]([NH:8][C:9]2[CH:30]=[CH:29][C:12]([CH2:13][C:14]3[C:22]4[C:17](=[CH:18][CH:19]=[CH:20][CH:21]=4)[N:16]([CH2:23][C:24]([OH:26])=[O:25])[N:15]=3)=[CH:11][CH:10]=2)=[O:7])=[CH:31][CH:32]=1, predict the reactants needed to synthesize it. The reactants are: [Cl:1][C:2]1[CH:32]=[CH:31][C:5]([C:6]([NH:8][C:9]2[CH:30]=[CH:29][C:12]([CH2:13][C:14]3[C:22]4[C:17](=[CH:18][CH:19]=[CH:20][CH:21]=4)[N:16]([CH2:23][C:24]([O:26]CC)=[O:25])[N:15]=3)=[CH:11][CH:10]=2)=[O:7])=[CH:4][CH:3]=1.CO.O.[OH-].[Li+].Cl.